Regression. Given two drug SMILES strings and cell line genomic features, predict the synergy score measuring deviation from expected non-interaction effect. From a dataset of NCI-60 drug combinations with 297,098 pairs across 59 cell lines. (1) Drug 1: CN1C2=C(C=C(C=C2)N(CCCl)CCCl)N=C1CCCC(=O)O.Cl. Drug 2: CC1CCC2CC(C(=CC=CC=CC(CC(C(=O)C(C(C(=CC(C(=O)CC(OC(=O)C3CCCCN3C(=O)C(=O)C1(O2)O)C(C)CC4CCC(C(C4)OC)O)C)C)O)OC)C)C)C)OC. Cell line: MOLT-4. Synergy scores: CSS=69.3, Synergy_ZIP=-3.85, Synergy_Bliss=-4.21, Synergy_Loewe=-15.9, Synergy_HSA=-5.22. (2) Drug 1: COC1=CC(=CC(=C1O)OC)C2C3C(COC3=O)C(C4=CC5=C(C=C24)OCO5)OC6C(C(C7C(O6)COC(O7)C8=CC=CS8)O)O. Drug 2: CC1=C(N=C(N=C1N)C(CC(=O)N)NCC(C(=O)N)N)C(=O)NC(C(C2=CN=CN2)OC3C(C(C(C(O3)CO)O)O)OC4C(C(C(C(O4)CO)O)OC(=O)N)O)C(=O)NC(C)C(C(C)C(=O)NC(C(C)O)C(=O)NCCC5=NC(=CS5)C6=NC(=CS6)C(=O)NCCC[S+](C)C)O. Cell line: UACC62. Synergy scores: CSS=32.1, Synergy_ZIP=-7.18, Synergy_Bliss=2.50, Synergy_Loewe=2.77, Synergy_HSA=4.08. (3) Drug 1: CC1=CC2C(CCC3(C2CCC3(C(=O)C)OC(=O)C)C)C4(C1=CC(=O)CC4)C. Synergy scores: CSS=-4.66, Synergy_ZIP=1.71, Synergy_Bliss=-2.11, Synergy_Loewe=-3.40, Synergy_HSA=-5.32. Cell line: HCC-2998. Drug 2: C1C(C(OC1N2C=NC3=C2NC=NCC3O)CO)O. (4) Drug 1: C1CN1P(=S)(N2CC2)N3CC3. Drug 2: CC1=C(C(=CC=C1)Cl)NC(=O)C2=CN=C(S2)NC3=CC(=NC(=N3)C)N4CCN(CC4)CCO. Cell line: SF-295. Synergy scores: CSS=15.2, Synergy_ZIP=-7.03, Synergy_Bliss=0.667, Synergy_Loewe=-2.10, Synergy_HSA=0.374. (5) Drug 1: CC(CN1CC(=O)NC(=O)C1)N2CC(=O)NC(=O)C2. Drug 2: CC1=C(C(CCC1)(C)C)C=CC(=CC=CC(=CC(=O)O)C)C. Cell line: HCT-15. Synergy scores: CSS=37.2, Synergy_ZIP=-4.77, Synergy_Bliss=3.00, Synergy_Loewe=2.56, Synergy_HSA=2.79. (6) Drug 1: C1=CN(C=N1)CC(O)(P(=O)(O)O)P(=O)(O)O. Drug 2: CC1CCCC2(C(O2)CC(NC(=O)CC(C(C(=O)C(C1O)C)(C)C)O)C(=CC3=CSC(=N3)C)C)C. Cell line: NCI/ADR-RES. Synergy scores: CSS=3.65, Synergy_ZIP=-2.55, Synergy_Bliss=-0.426, Synergy_Loewe=-6.33, Synergy_HSA=-2.36.